From a dataset of Full USPTO retrosynthesis dataset with 1.9M reactions from patents (1976-2016). Predict the reactants needed to synthesize the given product. (1) Given the product [Br:13][C:9]1[CH:8]=[C:7]([C:2]([NH:1][C:27](=[O:28])[CH2:26][Cl:25])([CH2:5][OH:6])[CH2:3][OH:4])[CH:12]=[CH:11][CH:10]=1, predict the reactants needed to synthesize it. The reactants are: [NH2:1][C:2]([C:7]1[CH:12]=[CH:11][CH:10]=[C:9]([Br:13])[CH:8]=1)([CH2:5][OH:6])[CH2:3][OH:4].C1COCC1.C([O-])([O-])=O.[Na+].[Na+].[Cl:25][CH2:26][C:27](Cl)=[O:28]. (2) Given the product [CH3:1][NH:2][C:3]([C:5]1[C:6]2[CH2:7][CH2:8][C:9]3([NH:18][C:19]=2[C:20]2[N:25]=[C:24]([CH3:26])[N:23]([CH3:27])[C:21]=2[CH:22]=1)[CH2:17][C:16]1[C:11](=[CH:12][CH:13]=[CH:14][CH:15]=1)[CH2:10]3)=[O:4], predict the reactants needed to synthesize it. The reactants are: [CH3:1][NH:2][C:3]([C:5]1[C:6]2[C:7](=O)[CH2:8][C:9]3([NH:18][C:19]=2[C:20]2[N:25]=[C:24]([CH3:26])[N:23]([CH3:27])[C:21]=2[CH:22]=1)[CH2:17][C:16]1[C:11](=[CH:12][CH:13]=[CH:14][CH:15]=1)[CH2:10]3)=[O:4].C([SiH](CC)CC)C.[OH-].[Na+].